Dataset: Catalyst prediction with 721,799 reactions and 888 catalyst types from USPTO. Task: Predict which catalyst facilitates the given reaction. (1) Reactant: [Br:1][C:2]1[CH:3]=[C:4]([CH:18]=[CH:19][C:20]=1[F:21])[CH2:5][C:6]1[C:15]2[C:10](=[CH:11][CH:12]=[CH:13][C:14]=2C)[C:9](=[O:17])[NH:8][N:7]=1.[Cl-].[NH4+:23]. Product: [NH2:23][C:14]1[CH:13]=[CH:12][CH:11]=[C:10]2[C:15]=1[C:6]([CH2:5][C:4]1[CH:18]=[CH:19][C:20]([F:21])=[C:2]([Br:1])[CH:3]=1)=[N:7][NH:8][C:9]2=[O:17]. The catalyst class is: 190. (2) Reactant: FC(F)(F)C(O)=O.[CH3:8][O:9][C:10](=[O:30])[CH2:11][C:12]1[C:21]([CH3:22])=[C:20]([CH:23]2[CH2:28][CH2:27][NH:26][CH2:25][CH2:24]2)[C:19]2[C:14](=[CH:15][CH:16]=[C:17]([F:29])[CH:18]=2)[CH:13]=1.C(N(CC)C(C)C)(C)C.[F:40][C:41]1[CH:49]=[CH:48][C:47]([F:50])=[CH:46][C:42]=1[C:43](Cl)=[O:44].O. Product: [CH3:8][O:9][C:10](=[O:30])[CH2:11][C:12]1[C:21]([CH3:22])=[C:20]([CH:23]2[CH2:24][CH2:25][N:26]([C:43](=[O:44])[C:42]3[CH:46]=[C:47]([F:50])[CH:48]=[CH:49][C:41]=3[F:40])[CH2:27][CH2:28]2)[C:19]2[C:14](=[CH:15][CH:16]=[C:17]([F:29])[CH:18]=2)[CH:13]=1. The catalyst class is: 2. (3) Reactant: [Br:1][C:2]1[N:6]2[C:7](=[O:16])[CH:8]=[C:9]([CH2:11][C:12](OC)=[O:13])[N:10]=[C:5]2[S:4][C:3]=1[CH3:17].[NH3:18]. Product: [Br:1][C:2]1[N:6]2[C:7](=[O:16])[CH:8]=[C:9]([CH2:11][C:12]([NH2:18])=[O:13])[N:10]=[C:5]2[S:4][C:3]=1[CH3:17]. The catalyst class is: 5. (4) Reactant: C1(C)C=CC=CC=1.[F:8][C:9]([F:14])([F:13])[C:10]([OH:12])=[O:11].O=[C:16]([CH2:36][CH2:37][CH2:38][CH2:39][C:40](=O)[CH2:41][NH:42]/[C:43](/[NH:52]C(OC(C)(C)C)=O)=[N:44]\C(OC(C)(C)C)=O)[CH2:17][NH:18]/[C:19](/[NH:28]C(OC(C)(C)C)=O)=[N:20]\C(OC(C)(C)C)=O. Product: [F:8][C:9]([F:14])([F:13])[C:10]([O-:12])=[O:11].[CH2:39]([C:40]1[NH+:44]=[C:43]([NH2:52])[NH:42][CH:41]=1)[CH2:38][CH2:37][CH2:36][C:16]1[NH+:20]=[C:19]([NH2:28])[NH:18][CH:17]=1.[F:8][C:9]([F:14])([F:13])[C:10]([O-:12])=[O:11]. The catalyst class is: 6. (5) Reactant: [F:1][C:2]([F:25])([F:24])[C:3]1[CH:4]=[CH:5][C:6]2[C:10]([N:11]3[CH2:16][CH2:15][N:14]([CH2:17][C@@H:18]4[CH2:20][C@H:19]4[CH2:21][NH2:22])[CH2:13][CH2:12]3)=[CH:9][S:8][C:7]=2[CH:23]=1.Cl[C:27](OC1C=CC([N+]([O-])=O)=CC=1)=[O:28].CCN(CC)CC.[N:46]1([CH2:51][CH2:52][CH2:53][NH2:54])[CH:50]=[CH:49][N:48]=[CH:47]1. Product: [N:46]1([CH2:51][CH2:52][CH2:53][NH:54][C:27]([NH:22][CH2:21][C@@H:19]2[CH2:20][C@H:18]2[CH2:17][N:14]2[CH2:15][CH2:16][N:11]([C:10]3[C:6]4[CH:5]=[CH:4][C:3]([C:2]([F:24])([F:1])[F:25])=[CH:23][C:7]=4[S:8][CH:9]=3)[CH2:12][CH2:13]2)=[O:28])[CH:50]=[CH:49][N:48]=[CH:47]1. The catalyst class is: 1.